From a dataset of Catalyst prediction with 721,799 reactions and 888 catalyst types from USPTO. Predict which catalyst facilitates the given reaction. (1) Reactant: [CH:1]([N:14]1[CH2:17][C:16]([CH3:19])([OH:18])[CH2:15]1)([C:8]1[CH:13]=[CH:12][CH:11]=[CH:10][CH:9]=1)[C:2]1[CH:7]=[CH:6][CH:5]=[CH:4][CH:3]=1.[Br:20][C:21]1[CH:22]=[CH:23][C:24]([O:28][CH2:29][C:30]2[CH:35]=[CH:34][CH:33]=[C:32]([Cl:36])[CH:31]=2)=[C:25](O)[CH:26]=1.C(C=P(CCCC)(CCCC)CCCC)#N. Product: [CH:1]([N:14]1[CH2:17][C:16]([O:18][C:23]2[CH:22]=[C:21]([Br:20])[CH:26]=[CH:25][C:24]=2[O:28][CH2:29][C:30]2[CH:35]=[CH:34][CH:33]=[C:32]([Cl:36])[CH:31]=2)([CH3:19])[CH2:15]1)([C:8]1[CH:13]=[CH:12][CH:11]=[CH:10][CH:9]=1)[C:2]1[CH:3]=[CH:4][CH:5]=[CH:6][CH:7]=1. The catalyst class is: 11. (2) Reactant: [Cl:1][C:2]1[CH:10]=[C:9]2[C:5]([C:6]([C:11]3[N:12]=[C:13]4[C:19]([C:20]([OH:22])=O)=[CH:18][N:17]([CH2:23][O:24][CH2:25][CH2:26][Si:27]([CH3:30])([CH3:29])[CH3:28])[C:14]4=[N:15][CH:16]=3)=[N:7][NH:8]2)=[C:4]([F:31])[CH:3]=1.Cl.[CH3:33][O:34][CH2:35][C@@H:36]([NH2:38])[CH3:37].CN(C(ON1N=NC2C=CC=CC1=2)=[N+](C)C)C.F[P-](F)(F)(F)(F)F.C1C=CC2N(O)N=NC=2C=1.C(N(CC)C(C)C)(C)C. Product: [CH3:33][O:34][CH2:35][C@@H:36]([NH:38][C:20]([C:19]1[C:13]2[C:14](=[N:15][CH:16]=[C:11]([C:6]3[C:5]4[C:9](=[CH:10][C:2]([Cl:1])=[CH:3][C:4]=4[F:31])[NH:8][N:7]=3)[N:12]=2)[N:17]([CH2:23][O:24][CH2:25][CH2:26][Si:27]([CH3:28])([CH3:30])[CH3:29])[CH:18]=1)=[O:22])[CH3:37]. The catalyst class is: 3. (3) Reactant: C[O:2][C:3]1[CH:4]=[C:5]([CH:24]=[CH:25][CH:26]=1)[O:6][C:7]1[CH:23]=[CH:22][C:10]2[S:11][C:12]([C:15]3[CH:20]=[CH:19][N:18]=[C:17]([NH2:21])[N:16]=3)=[C:13]([CH3:14])[C:9]=2[CH:8]=1.B(Br)(Br)Br. The catalyst class is: 2. Product: [NH2:21][C:17]1[N:16]=[C:15]([C:12]2[S:11][C:10]3[CH:22]=[CH:23][C:7]([O:6][C:5]4[CH:4]=[C:3]([OH:2])[CH:26]=[CH:25][CH:24]=4)=[CH:8][C:9]=3[C:13]=2[CH3:14])[CH:20]=[CH:19][N:18]=1. (4) Reactant: [N+:1]([C:4]1[CH:5]=[CH:6][C:7]([NH:10][C@@H:11]2[CH2:15][CH2:14][N:13](C(OC(C)(C)C)=O)[CH2:12]2)=[N:8][CH:9]=1)([O-:3])=[O:2].[ClH:23].O1CCOCC1. Product: [ClH:23].[N+:1]([C:4]1[CH:5]=[CH:6][C:7]([NH:10][C@@H:11]2[CH2:15][CH2:14][NH:13][CH2:12]2)=[N:8][CH:9]=1)([O-:3])=[O:2]. The catalyst class is: 2.